This data is from Experimentally validated miRNA-target interactions with 360,000+ pairs, plus equal number of negative samples. The task is: Binary Classification. Given a miRNA mature sequence and a target amino acid sequence, predict their likelihood of interaction. (1) The miRNA is mmu-miR-486b-5p with sequence UCCUGUACUGAGCUGCCCCGAG. The protein sequence of the target gene is MSYLKTTMEDEESSKKNENDSNADSQCPSVGFFHKDHMQKSKTGDTCDLFPKWKILKEGKSSIREMIDTHTNAANIKLEQDDETSEKSFYPSTNTMHQTIPTEPNCTKQGEHTENINGNVHPAHIADKKLHKCDECGKSFKYNSRLVQHKIMHTGEKRYECDDCRGTFRSSSSLRVHKRIHTGEKPYKCDECGKAYMSYSSLINHKSTHSGEKNCKCDECGKSFNYSSVLDQHKRIHTGEKPYECGECGKAFRNSSGLRVHKRIHTGEKPYECDTCGKTFSNSSGLRVHKRIHTGEKPYE.... Result: 0 (no interaction). (2) The miRNA is hsa-miR-3615 with sequence UCUCUCGGCUCCUCGCGGCUC. The protein sequence of the target gene is MDGKPATRKGPDFCSLRYGLALIMHFSNFTMITQRVSLSIAIIAMVNTTQQQGLSNASTEGPVADAFNNSSISIKEFDTKASVYQWSPETQGIIFSSINYGIILTLIPSGYLAGIFGAKKMLGAGLLISSLLTLFTPLAADFGVILVIMVRTVQGMAQGMAWTGQFTIWAKWAPPLERSKLTTIAGSGSAFGSFIILCVGGLISQALSWPFIFYIFGSTGCVCCLLWFTVIYDDPMHHPCISVREKEHILSSLAQQPSSPGRAVPIKAMVTCLPLWAIFLGFFSHFWLCTIILTYLPTYI.... Result: 0 (no interaction). (3) The miRNA is hsa-miR-5579-3p with sequence UUAGCUUAAGGAGUACCAGAUC. The protein sequence of the target gene is MGSVLSTDSGKSAPASATARALERRRDPELPVTSFDCAVCLEVLHQPVRTRCGHVFCRSCIATSLKNNKWTCPYCRAYLPSEGVPATDVAKRMKSEYKNCAECDTLVCLSEMRAHIRTCQKYIDKYGPLQELEETAARCVCPFCQRELYEDSLLDHCITHHRSERRPVFCPLCRLIPDENPSSFSGSLIRHLQVSHTLFYDDFIDFNIIEEALIRRVLDRSLLEYVNHSNTT. Result: 1 (interaction). (4) Result: 0 (no interaction). The protein sequence of the target gene is MDGPTRGHGLRKKRRSRSQRDRERRSRGGLGAGAAGGGGAGRTRALSLASSSGSDKEDNGKPPSSAPSRPRPPRRKRRESTSAEEDIIDGFAMTSFVTFEALEKDVALKPQERVEKRQTPLTKKKREALTNGLSFHSKKSRLSHPHHYSSDRENDRNLCQHLGKRKKMPKALRQLKPGQNSCRDSDSESASGESKGFHRSSSRERLSDSSAPSSLGTGYFCDSDSDQEEKASDASSEKLFNTVIVNKDPELGVGTLPEHDSQDAGPIVPKISGLERSQEKSQDCCKEPIFEPVVLKDPCP.... The miRNA is mmu-miR-7685-5p with sequence ACCUUCCGGUUUCUUCAAGUCUCC. (5) Result: 0 (no interaction). The protein sequence of the target gene is MAYHSFLVEPISCHAWNKDRTQIAICPNNHEVHIYEKSGAKWNKVHELKEHNGQVTGIDWAPESNRIVTCGTDRNAYVWTLKGRTWKPTLVILRINRAARCVRWAPNENKFAVGSGSRVISICYFEQENDWWVCKHIKKPIRSTVLSLDWHPNNVLLAAGSCDFKCRIFSAYIKEVEERPAPTPWGSKMPFGELMFESSSSCGWVHGVCFSASGSRVAWVSHDSTVCLVDADKKMAVATLASETLPLLAVTFITENSLVAAGHDCFPVLFTYDNAAVTLSFGGRLDVPKQSSQRGMTARE.... The miRNA is mmu-miR-669b-3p with sequence CAUAUACAUACACACAAACAUAU. (6) The miRNA is hsa-miR-1279 with sequence UCAUAUUGCUUCUUUCU. The protein sequence of the target gene is MTDDQDCAAELEKVDSSSEDGVDAKPDRSSIISSILLKKKRNASAGPVRTGRDRVPTYLYRMDFQKMGKCIIINNKNFDKATGMDVRNGTDKDAGALFKCFQNLGFEVTVHNDCSCAKMQDLLRKASEEDHSNSACFACVLLSHGEEDLIYGKDGVTPIKDLTAHFRGDRCKTLLEKPKLFFIQACRGTELDDGIQADSGPINDIDANPRNKIPVEADFLFAYSTVPGYYSWRNPGKGSWFVQALCSILNEHGKDLEIMQILTRVNDRVARHFESQSDDPRFNEKKQIPCMVSMLTKELY.... Result: 0 (no interaction). (7) The miRNA is hsa-miR-558 with sequence UGAGCUGCUGUACCAAAAU. The protein sequence of the target gene is MERQEESLSARPALETEGLRFLHTTVGSLLATYGWYIVFSCILLYVVFQKLSARLRALRQRQLDRAAAAVEPDVVVKRQEALAAARLKMQEELNAQVEKHKEKLKQLEEEKRRQKIEMWDSMQEGKSYKGNAKKPQEEDSPGPSTSSVLKRKSDRKPLRGGGYNPLSGEGGGACSWRPGRRGPSSGGUG. Result: 1 (interaction). (8) The miRNA is gga-miR-146b-3p with sequence CCCUAUGGAUUCAGUUCUGC. The protein sequence of the target gene is MTDYGEEQRNELEALESIYPDSFTVLSENPPSFTITVTSEAGENDETVQTTLKFTYSEKYPDEAPLYEIFSQENLEDNDVSDILKLLALQAEENLGMVMIFTLVTAVQEKLNEIVDQIKTRREEEKKQKEKEAEEAEKQLFHGTPVTIENFLNWKAKFDAELLEIKKKRMKEEEQAGKNKLSGKQLFETDHNLDTSDIQFLEDAGNNVEVDESLFQEMDDLELEDDEDDPDYNPADPESDSAD. Result: 0 (no interaction).